From a dataset of Full USPTO retrosynthesis dataset with 1.9M reactions from patents (1976-2016). Predict the reactants needed to synthesize the given product. (1) Given the product [N:6]1[CH:5]=[CH:4][CH:9]=[C:8]([O:10][C:13]2[CH2:17][CH2:16][O:15][N:14]=2)[CH:7]=1.[O:22]1[CH:20]=[CH:21][N:19]=[N:18]1, predict the reactants needed to synthesize it. The reactants are: COC(=O)[C:4]1[CH:9]=[C:8]([OH:10])[CH:7]=[N:6][CH:5]=1.Br[C:13]1[CH:17]=[CH:16][O:15][N:14]=1.[NH2:18][NH2:19].[CH2:20]([O:22]C(OCC)OCC)[CH3:21]. (2) Given the product [OH:37][CH2:36][C:2]1[N:1]([CH2:6][C@H:7]([C:30]2[CH:35]=[CH:34][CH:33]=[CH:32][CH:31]=2)[O:8][C:9]2[C:10]([CH2:20][S:21]([C:24]3[CH:25]=[CH:26][CH:27]=[CH:28][CH:29]=3)(=[O:23])=[O:22])=[C:11]3[C:16](=[CH:17][CH:18]=2)[C:15](=[O:19])[CH2:14][CH2:13][CH2:12]3)[CH:5]=[CH:4][N:3]=1, predict the reactants needed to synthesize it. The reactants are: [N:1]1([CH2:6][C@H:7]([C:30]2[CH:35]=[CH:34][CH:33]=[CH:32][CH:31]=2)[O:8][C:9]2[C:10]([CH2:20][S:21]([C:24]3[CH:29]=[CH:28][CH:27]=[CH:26][CH:25]=3)(=[O:23])=[O:22])=[C:11]3[C:16](=[CH:17][CH:18]=2)[C:15](=[O:19])[CH2:14][CH2:13][CH2:12]3)[CH:5]=[CH:4][N:3]=[CH:2]1.[CH2:36]=[O:37].CS(C)=O. (3) The reactants are: [C:1]([O:9][C@H:10]1[CH2:34][CH2:33][C@@:32]2([CH3:35])[C:12](=[CH:13][CH2:14][C@@H:15]3[C@@H:31]2[CH2:30][CH2:29][C@@:28]2([CH3:36])[C@H:16]3[CH2:17][CH:18]=[C:19]2[C@H:20]([CH3:27])[CH2:21][CH2:22][CH2:23][CH:24]([CH3:26])[CH3:25])[C:11]1([CH3:38])[CH3:37])(=[O:8])[C:2]1[CH:7]=[CH:6][CH:5]=[CH:4][CH:3]=1.C1C=C(Cl)C=C(C(OO)=[O:47])C=1.[OH-].[Na+].CO. Given the product [C:1]([O:9][C@H:10]1[CH2:34][CH2:33][C@@:32]2([CH3:35])[C:12](=[CH:13][CH2:14][C@@H:15]3[C@@H:31]2[CH2:30][CH2:29][C@@:28]2([CH3:36])[C@H:16]3[CH:17]3[O:47][C@@H:18]3[C@@H:19]2[C@H:20]([CH3:27])[CH2:21][CH2:22][CH2:23][CH:24]([CH3:26])[CH3:25])[C:11]1([CH3:38])[CH3:37])(=[O:8])[C:2]1[CH:7]=[CH:6][CH:5]=[CH:4][CH:3]=1, predict the reactants needed to synthesize it. (4) Given the product [C:1]([O:5][C:6]([N:8]1[CH2:9][CH2:10][CH:11]([C:14](=[O:31])[CH2:15][CH2:16][CH2:17][C:18]2[CH:19]=[CH:20][C:21]([S:24][CH3:25])=[CH:22][CH:23]=2)[CH2:12][CH2:13]1)=[O:7])([CH3:4])([CH3:3])[CH3:2], predict the reactants needed to synthesize it. The reactants are: [C:1]([O:5][C:6]([N:8]1[CH2:13][CH2:12][CH:11]([C:14](=[O:31])[CH:15](C(OCC)=O)[CH2:16][CH2:17][C:18]2[CH:23]=[CH:22][C:21]([S:24][CH3:25])=[CH:20][CH:19]=2)[CH2:10][CH2:9]1)=[O:7])([CH3:4])([CH3:3])[CH3:2].[OH-].[K+]. (5) Given the product [CH:35]1([CH2:41][NH:34][C:29]2[CH:30]=[CH:31][CH:32]=[CH:33][C:28]=2[C:14](=[C:11]2[CH2:12][CH2:13][NH:8][CH2:9][CH2:10]2)[C:15]2[CH:20]=[CH:19][C:18]([C:21]([N:23]([CH2:24][CH3:25])[CH2:26][CH3:27])=[O:22])=[CH:17][CH:16]=2)[CH2:40][CH2:39][CH2:38][CH2:37][CH2:36]1, predict the reactants needed to synthesize it. The reactants are: CC(OC([N:8]1[CH2:13][CH2:12][C:11](=[C:14]([C:28]2[CH:33]=[CH:32][CH:31]=[CH:30][C:29]=2[NH2:34])[C:15]2[CH:20]=[CH:19][C:18]([C:21]([N:23]([CH2:26][CH3:27])[CH2:24][CH3:25])=[O:22])=[CH:17][CH:16]=2)[CH2:10][CH2:9]1)=O)(C)C.[CH:35]1([CH:41]=O)[CH2:40][CH2:39][CH2:38][CH2:37][CH2:36]1.C(O)(=O)C.[BH-](OC(C)=O)(OC(C)=O)OC(C)=O.[Na+].FC(F)(F)C(O)=O. (6) Given the product [F:13][C:7]1([CH2:6][N:18]2[C:14](=[O:24])[C:15]3[C:16](=[CH:20][CH:21]=[CH:22][CH:23]=3)[C:17]2=[O:19])[CH2:12][CH2:11][O:10][CH2:9][CH2:8]1, predict the reactants needed to synthesize it. The reactants are: CS(O[CH2:6][C:7]1([F:13])[CH2:12][CH2:11][O:10][CH2:9][CH2:8]1)(=O)=O.[C:14]1(=[O:24])[NH:18][C:17](=[O:19])[C:16]2=[CH:20][CH:21]=[CH:22][CH:23]=[C:15]12.[K]. (7) Given the product [Br:19][C:20]1[S:24][C:23]([C:2]2[CH:7]=[C:6]([C:8]3[CH:13]=[CH:12][C:11]([C:14]([F:17])([F:16])[F:15])=[CH:10][CH:9]=3)[CH:5]=[C:4]([CH3:18])[N:3]=2)=[CH:22][CH:21]=1, predict the reactants needed to synthesize it. The reactants are: I[C:2]1[CH:7]=[C:6]([C:8]2[CH:13]=[CH:12][C:11]([C:14]([F:17])([F:16])[F:15])=[CH:10][CH:9]=2)[CH:5]=[C:4]([CH3:18])[N:3]=1.[Br:19][C:20]1[S:24][C:23](B(O)O)=[CH:22][CH:21]=1.